From a dataset of Retrosynthesis with 50K atom-mapped reactions and 10 reaction types from USPTO. Predict the reactants needed to synthesize the given product. (1) Given the product CC(=O)OCC(CCn1cnc2cnc(N)nc21)COC(C)=O, predict the reactants needed to synthesize it. The reactants are: CC(=O)OCC(CCn1cnc2c(Cl)nc(N)nc21)COC(C)=O. (2) Given the product CCOC(=O)C(Cc1ccc(OC)c(CNC(=O)c2ccc(C(F)(F)F)cc2F)c1)OC(C)C, predict the reactants needed to synthesize it. The reactants are: CCOC(=O)C(Cc1ccc(OC)c(CN)c1)OC(C)C.O=C([O-])c1ccc(C(F)(F)F)cc1F. (3) Given the product CC(C)(C)OC(=O)c1ccc(SC(C)(C)CN)cc1, predict the reactants needed to synthesize it. The reactants are: CC(C)(C)OC(=O)c1ccc(F)cc1.CC(C)(S)CN. (4) Given the product CS(=O)(=O)Nc1cc(/C=C/c2n[nH]c3ccccc23)ccc1OCCN1CCOCC1, predict the reactants needed to synthesize it. The reactants are: CS(=O)(=O)Nc1cc(C=O)ccc1OCCN1CCOCC1.c1ccc([P+](Cc2n[nH]c3ccccc23)(c2ccccc2)c2ccccc2)cc1. (5) Given the product Cc1cc(C)n2ncc(C(=O)O)c2n1, predict the reactants needed to synthesize it. The reactants are: CCOC(=O)c1cnn2c(C)cc(C)nc12. (6) Given the product O=C(O)c1ccc(CBr)c(F)c1, predict the reactants needed to synthesize it. The reactants are: Cc1ccc(C(=O)O)cc1F.O=C1CCC(=O)N1Br. (7) Given the product Cc1c(Cl)nc(N(Cc2ccccc2)Cc2ccccc2)c([N+](=O)[O-])c1NNC(=O)OC(C)(C)C, predict the reactants needed to synthesize it. The reactants are: Cc1c(Cl)nc(OS(=O)(=O)C(F)(F)F)c([N+](=O)[O-])c1NNC(=O)OC(C)(C)C.c1ccc(CNCc2ccccc2)cc1. (8) Given the product CC1(C)CN(c2ccc3c(n2)N[C@H]2CCN3C2)CCO1, predict the reactants needed to synthesize it. The reactants are: CC1(C)CNCCO1.Clc1ccc2c(n1)N[C@H]1CCN2C1. (9) Given the product N#Cc1nc(C(=O)NCC(=O)O)c(O)c2onc(-c3cccs3)c12, predict the reactants needed to synthesize it. The reactants are: CCOC(=O)c1nc(C#N)c2c(-c3cccs3)noc2c1O.NCC(=O)O. (10) Given the product CP(C)(=O)COC(=O)c1ccccc1Nc1ccnc2c(C(F)(F)F)cccc12, predict the reactants needed to synthesize it. The reactants are: CP(C)(=O)COC(=O)c1ccccc1N.FC(F)(F)c1cccc2c(Cl)ccnc12.